From a dataset of TCR-epitope binding with 47,182 pairs between 192 epitopes and 23,139 TCRs. Binary Classification. Given a T-cell receptor sequence (or CDR3 region) and an epitope sequence, predict whether binding occurs between them. The epitope is KAFSPEVIPMF. The TCR CDR3 sequence is CASSHDRSSYEQYF. Result: 0 (the TCR does not bind to the epitope).